Dataset: Full USPTO retrosynthesis dataset with 1.9M reactions from patents (1976-2016). Task: Predict the reactants needed to synthesize the given product. (1) The reactants are: [CH2:1]([O:8][C@@H:9]1[CH2:14][CH2:13][CH2:12][NH:11][CH2:10]1)[C:2]1[CH:7]=[CH:6][CH:5]=[CH:4][CH:3]=1.C[Al](C)C.[CH2:19]([C:23]1[CH:28]=[C:27]([C:29](OC)=[O:30])[N:26]=[N:25][C:24]=1[C:33]([O:35][CH3:36])=[O:34])[CH:20]([CH3:22])[CH3:21]. Given the product [CH2:1]([O:8][C@@H:9]1[CH2:14][CH2:13][CH2:12][N:11]([C:29]([C:27]2[N:26]=[N:25][C:24]([C:33]([O:35][CH3:36])=[O:34])=[C:23]([CH2:19][CH:20]([CH3:22])[CH3:21])[CH:28]=2)=[O:30])[CH2:10]1)[C:2]1[CH:3]=[CH:4][CH:5]=[CH:6][CH:7]=1, predict the reactants needed to synthesize it. (2) Given the product [Br:1][C:2]1[CH:7]=[CH:6][C:5]([CH2:8][Br:12])=[C:4]([N+:9]([O-:11])=[O:10])[CH:3]=1, predict the reactants needed to synthesize it. The reactants are: [Br:1][C:2]1[CH:7]=[CH:6][C:5]([CH3:8])=[C:4]([N+:9]([O-:11])=[O:10])[CH:3]=1.[Br:12]N1C(=O)CCC1=O.C(OOC(=O)C1C=CC=CC=1)(=O)C1C=CC=CC=1. (3) Given the product [Na+:25].[N:17]1([C:12]2[O:11][C:10]([C:7]3[CH:8]=[CH:9][C:4]([C:3]([O-:23])=[O:2])=[CH:5][CH:6]=3)=[CH:15][C:14](=[O:16])[CH:13]=2)[CH2:22][CH2:21][O:20][CH2:19][CH2:18]1, predict the reactants needed to synthesize it. The reactants are: C[O:2][C:3](=[O:23])[C:4]1[CH:9]=[CH:8][C:7]([C:10]2[O:11][C:12]([N:17]3[CH2:22][CH2:21][O:20][CH2:19][CH2:18]3)=[CH:13][C:14](=[O:16])[CH:15]=2)=[CH:6][CH:5]=1.[OH-].[Na+:25]. (4) Given the product [Br:26][C:27]1[C:3]([C:4]2[CH:13]=[CH:12][CH:11]=[CH:10][C:5]=2[C:6]([O:8][CH3:9])=[O:7])=[N:2][O:1][C:28]=1[C@@H:29]1[C@:34]([C:36]2[CH:41]=[CH:40][C:39]([F:42])=[C:38]([F:43])[CH:37]=2)([OH:35])[CH2:33][CH2:32][N:31]([C:44]([O:46][C:47]([CH3:50])([CH3:49])[CH3:48])=[O:45])[CH2:30]1, predict the reactants needed to synthesize it. The reactants are: [OH:1][N:2]=[CH:3][C:4]1[CH:13]=[CH:12][CH:11]=[CH:10][C:5]=1[C:6]([O:8][CH3:9])=[O:7].CC1C=CC(S(NCl)(=O)=O)=CC=1.[Br:26][C:27]#[C:28][C@@H:29]1[C@:34]([C:36]2[CH:41]=[CH:40][C:39]([F:42])=[C:38]([F:43])[CH:37]=2)([OH:35])[CH2:33][CH2:32][N:31]([C:44]([O:46][C:47]([CH3:50])([CH3:49])[CH3:48])=[O:45])[CH2:30]1. (5) Given the product [C:58]([NH:61][C:62]1[CH:63]=[CH:64][C:65]([CH2:68][C:69]([NH:71][C:72]2[C:73](=[O:88])[N:74]([CH2:80][C:81]3[CH:86]=[CH:85][CH:84]=[CH:83][C:82]=3[F:87])[C:75](=[O:79])[N:76]([CH2:25][C:22]3[N:23]=[CH:24][N:20]([C:1]([C:2]4[CH:7]=[CH:6][CH:5]=[CH:4][CH:3]=4)([C:8]4[CH:9]=[CH:10][CH:11]=[CH:12][CH:13]=4)[C:14]4[CH:19]=[CH:18][CH:17]=[CH:16][CH:15]=4)[N:21]=3)[C:77]=2[NH2:78])=[O:70])=[CH:66][CH:67]=1)(=[O:60])[CH3:59], predict the reactants needed to synthesize it. The reactants are: [C:1]([N:20]1[CH:24]=[N:23][C:22]([CH2:25]O)=[N:21]1)([C:14]1[CH:19]=[CH:18][CH:17]=[CH:16][CH:15]=1)([C:8]1[CH:13]=[CH:12][CH:11]=[CH:10][CH:9]=1)[C:2]1[CH:7]=[CH:6][CH:5]=[CH:4][CH:3]=1.C1(P(C2C=CC=CC=2)C2C=CC=CC=2)C=CC=CC=1.CCOC(/N=N/C(OCC)=O)=O.[C:58]([NH:61][C:62]1[CH:67]=[CH:66][C:65]([CH2:68][C:69]([NH:71][C:72]2[C:73](=[O:88])[N:74]([CH2:80][C:81]3[CH:86]=[CH:85][CH:84]=[CH:83][C:82]=3[F:87])[C:75](=[O:79])[NH:76][C:77]=2[NH2:78])=[O:70])=[CH:64][CH:63]=1)(=[O:60])[CH3:59].